Dataset: Full USPTO retrosynthesis dataset with 1.9M reactions from patents (1976-2016). Task: Predict the reactants needed to synthesize the given product. (1) Given the product [F:13][CH2:14][C:15]([C:16]1[O:20][N:19]=[C:18]([NH2:6])[CH:17]=1)([CH3:21])[CH2:22][F:23], predict the reactants needed to synthesize it. The reactants are: S(O)(O)(=O)=O.[NH2:6]O.C([O-])(O)=O.[Na+].[F:13][CH2:14][C:15]([CH2:22][F:23])([CH3:21])[C:16](=[O:20])[CH2:17][C:18]#[N:19].Cl. (2) Given the product [F:39][C:36]([F:37])([F:38])[C:32]1[CH:31]=[C:30]([NH:29][C:28]([N:24]2[C:25]3[C:21](=[CH:20][C:19]([O:18][C:14]4[C:15]5[CH:16]([CH3:17])[NH:8][CH2:9][C:10]=5[N:11]=[CH:12][N:13]=4)=[CH:27][CH:26]=3)[CH:22]=[CH:23]2)=[O:40])[CH:35]=[CH:34][CH:33]=1, predict the reactants needed to synthesize it. The reactants are: C(OC([N:8]1[CH:16]([CH3:17])[C:15]2[C:14]([O:18][C:19]3[CH:20]=[C:21]4[C:25](=[CH:26][CH:27]=3)[N:24]([C:28](=[O:40])[NH:29][C:30]3[CH:35]=[CH:34][CH:33]=[C:32]([C:36]([F:39])([F:38])[F:37])[CH:31]=3)[CH:23]=[CH:22]4)=[N:13][CH:12]=[N:11][C:10]=2[CH2:9]1)=O)(C)(C)C.C(O)(C(F)(F)F)=O.